The task is: Regression. Given two drug SMILES strings and cell line genomic features, predict the synergy score measuring deviation from expected non-interaction effect.. This data is from NCI-60 drug combinations with 297,098 pairs across 59 cell lines. (1) Drug 1: CC1CCCC2(C(O2)CC(NC(=O)CC(C(C(=O)C(C1O)C)(C)C)O)C(=CC3=CSC(=N3)C)C)C. Drug 2: B(C(CC(C)C)NC(=O)C(CC1=CC=CC=C1)NC(=O)C2=NC=CN=C2)(O)O. Cell line: NCI-H322M. Synergy scores: CSS=39.6, Synergy_ZIP=-6.23, Synergy_Bliss=-4.45, Synergy_Loewe=-2.58, Synergy_HSA=1.33. (2) Drug 1: C1C(C(OC1N2C=NC3=C(N=C(N=C32)Cl)N)CO)O. Drug 2: CC1=C(C(CCC1)(C)C)C=CC(=CC=CC(=CC(=O)O)C)C. Cell line: A549. Synergy scores: CSS=28.6, Synergy_ZIP=-2.42, Synergy_Bliss=-2.19, Synergy_Loewe=-1.75, Synergy_HSA=0.615. (3) Drug 1: CC1C(C(CC(O1)OC2CC(CC3=C2C(=C4C(=C3O)C(=O)C5=C(C4=O)C(=CC=C5)OC)O)(C(=O)CO)O)N)O.Cl. Drug 2: C1C(C(OC1N2C=NC3=C2NC=NCC3O)CO)O. Cell line: OVCAR3. Synergy scores: CSS=-3.28, Synergy_ZIP=0.133, Synergy_Bliss=-4.03, Synergy_Loewe=-9.06, Synergy_HSA=-5.37. (4) Drug 1: C1=NC(=NC(=O)N1C2C(C(C(O2)CO)O)O)N. Drug 2: C1=CC=C(C(=C1)C(C2=CC=C(C=C2)Cl)C(Cl)Cl)Cl. Cell line: NCI-H322M. Synergy scores: CSS=-3.26, Synergy_ZIP=0.191, Synergy_Bliss=-0.784, Synergy_Loewe=-0.945, Synergy_HSA=-1.38.